Predict the reactants needed to synthesize the given product. From a dataset of Full USPTO retrosynthesis dataset with 1.9M reactions from patents (1976-2016). (1) Given the product [Cl:1][C:2]1[CH:3]=[C:4]([NH:16][C:17]2[C:29]3[C:28]4[CH2:27][CH2:26][N:25]([C:30](=[O:36])[CH:31]=[CH:32][CH2:33][CH2:34][O:35][S:45]([CH3:44])(=[O:47])=[O:46])[CH2:24][C:23]=4[S:22][C:21]=3[N:20]=[CH:19][N:18]=2)[CH:5]=[CH:6][C:7]=1[O:8][CH2:9][C:10]1[CH:15]=[CH:14][CH:13]=[CH:12][N:11]=1, predict the reactants needed to synthesize it. The reactants are: [Cl:1][C:2]1[CH:3]=[C:4]([NH:16][C:17]2[C:29]3[C:28]4[CH2:27][CH2:26][N:25]([C:30](=[O:36])[CH:31]=[CH:32][CH2:33][CH2:34][OH:35])[CH2:24][C:23]=4[S:22][C:21]=3[N:20]=[CH:19][N:18]=2)[CH:5]=[CH:6][C:7]=1[O:8][CH2:9][C:10]1[CH:15]=[CH:14][CH:13]=[CH:12][N:11]=1.C(N(CC)CC)C.[CH3:44][S:45](Cl)(=[O:47])=[O:46]. (2) Given the product [F:1][C:2]1[CH:7]=[CH:6][C:5]([CH:8]([C:21]2[CH:26]=[CH:25][C:24]([F:27])=[CH:23][CH:22]=2)[CH2:9][CH2:10][NH:11][C:12](=[O:20])[C:13]2[CH:18]=[CH:17][N:16]=[C:15]([C:29]3[CH:34]=[CH:33][CH:32]=[CH:31][CH:30]=3)[CH:14]=2)=[CH:4][CH:3]=1, predict the reactants needed to synthesize it. The reactants are: [F:1][C:2]1[CH:7]=[CH:6][C:5]([CH:8]([C:21]2[CH:26]=[CH:25][C:24]([F:27])=[CH:23][CH:22]=2)[CH2:9][CH2:10][NH:11][C:12](=[O:20])[C:13]2[CH:18]=[CH:17][N:16]=[C:15](Br)[CH:14]=2)=[CH:4][CH:3]=1.O.[C:29]1(B(O)O)[CH:34]=[CH:33][CH:32]=[CH:31][CH:30]=1.C(=O)([O-])[O-].[Cs+].[Cs+]. (3) Given the product [CH2:1]([S:8][C:9]1([CH2:19][NH:20][C:21]([C:23]2[NH:24][C:25]3[C:30]([CH:31]=2)=[CH:29][CH:28]=[CH:27][C:26]=3[N:32]([CH3:41])[S:33]([C:36]2[S:37][CH:38]=[CH:39][CH:40]=2)(=[O:35])=[O:34])=[O:22])[CH2:18][CH2:17][C:12](=[O:13])[CH2:11][CH2:10]1)[C:2]1[CH:7]=[CH:6][CH:5]=[CH:4][CH:3]=1, predict the reactants needed to synthesize it. The reactants are: [CH2:1]([S:8][C:9]1([CH2:19][NH:20][C:21]([C:23]2[NH:24][C:25]3[C:30]([CH:31]=2)=[CH:29][CH:28]=[CH:27][C:26]=3[N:32]([CH3:41])[S:33]([C:36]2[S:37][CH:38]=[CH:39][CH:40]=2)(=[O:35])=[O:34])=[O:22])[CH2:18][CH2:17][C:12]2(OCC[O:13]2)[CH2:11][CH2:10]1)[C:2]1[CH:7]=[CH:6][CH:5]=[CH:4][CH:3]=1.C(O)(=O)C. (4) Given the product [C:1]([N:4]1[CH2:9][CH2:8][N:7]([C:10]2[CH:11]=[CH:12][C:13]([NH:16][C:17](=[O:28])[CH2:18][C:19]3[CH:24]=[CH:23][C:22]([C:25]#[N:26])=[C:21]([C:34]4[CH:33]=[CH:32][N:31]=[C:30]([CH3:29])[CH:35]=4)[CH:20]=3)=[N:14][CH:15]=2)[CH2:6][CH2:5]1)(=[O:3])[CH3:2], predict the reactants needed to synthesize it. The reactants are: [C:1]([N:4]1[CH2:9][CH2:8][N:7]([C:10]2[CH:11]=[CH:12][C:13]([NH:16][C:17](=[O:28])[CH2:18][C:19]3[CH:24]=[CH:23][C:22]([C:25]#[N:26])=[C:21](Cl)[CH:20]=3)=[N:14][CH:15]=2)[CH2:6][CH2:5]1)(=[O:3])[CH3:2].[CH3:29][C:30]1[CH:35]=[C:34]([Sn](CCCC)(CCCC)CCCC)[CH:33]=[CH:32][N:31]=1. (5) Given the product [C:4]([O:3][C:1](=[O:2])[NH:8][CH:9]([C:11](=[O:13])[NH:35][CH:36]([C:51]1[CH:52]=[CH:53][CH:54]=[CH:55][CH:56]=1)[CH2:37][NH:38][C:39]([CH:41]1[CH2:46][CH:45]([CH3:47])[CH2:44][CH2:43][CH:42]1[CH:48]([CH3:50])[CH3:49])=[O:40])[CH3:10])([CH3:5])([CH3:6])[CH3:7], predict the reactants needed to synthesize it. The reactants are: [C:1]([NH:8][C@@H:9]([C:11]([OH:13])=O)[CH3:10])([O:3][C:4]([CH3:7])([CH3:6])[CH3:5])=[O:2].C1C=CC2N(O)N=NC=2C=1.CCN=C=NCCCN(C)C.[NH2:35][CH:36]([C:51]1[CH:56]=[CH:55][CH:54]=[CH:53][CH:52]=1)[CH2:37][NH:38][C:39]([CH:41]1[CH2:46][CH:45]([CH3:47])[CH2:44][CH2:43][CH:42]1[CH:48]([CH3:50])[CH3:49])=[O:40].